From a dataset of Reaction yield outcomes from USPTO patents with 853,638 reactions. Predict the reaction yield, written as a fraction of the theoretical maximum amount of product (1.0 means a 100% yield; for example, 0.34 means a 34% yield). (1) The reactants are Cl[CH2:2][O:3][CH3:4].[CH3:5][C@:6]12[CH2:22][CH2:21][C@H:20]3[C@@H:11]([C@H:12]([CH2:24][CH2:25][CH2:26][CH2:27][O:28][CH2:29][CH2:30][O:31][CH2:32][CH2:33][O:34][CH2:35][CH2:36][O:37][CH2:38][CH2:39][O:40][CH2:41][C:42]4[CH:47]=[CH:46][CH:45]=[CH:44][CH:43]=4)[CH2:13][C:14]4[CH:15]=[C:16]([OH:23])[CH:17]=[CH:18][C:19]=43)[C@@H:10]1[CH2:9][CH2:8][C@@H:7]2[OH:48].CCN(C(C)C)C(C)C.C1[CH2:62][O:61][CH2:60]C1. No catalyst specified. The product is [CH3:4][O:3][CH2:2][O:23][C:16]1[CH:17]=[CH:18][C:19]2[C@@H:20]3[C@@H:11]([C@H:12]([CH2:24][CH2:25][CH2:26][CH2:27][O:28][CH2:29][CH2:30][O:31][CH2:32][CH2:33][O:34][CH2:35][CH2:36][O:37][CH2:38][CH2:39][O:40][CH2:41][C:42]4[CH:43]=[CH:44][CH:45]=[CH:46][CH:47]=4)[CH2:13][C:14]=2[CH:15]=1)[C@H:10]1[C@@:6]([CH3:5])([C@@H:7]([O:48][CH2:60][O:61][CH3:62])[CH2:8][CH2:9]1)[CH2:22][CH2:21]3. The yield is 0.720. (2) The reactants are [NH2:1][C:2]1[CH:11]=[C:10]([F:12])[CH:9]=[C:8]([F:13])[C:3]=1[C:4](OC)=[O:5].C(O)(=O)C.[CH:18](N)=[NH:19]. The catalyst is COCCO. The product is [F:13][C:8]1[CH:9]=[C:10]([F:12])[CH:11]=[C:2]2[C:3]=1[C:4](=[O:5])[NH:19][CH:18]=[N:1]2. The yield is 0.520.